Predict the reaction yield, written as a fraction of the theoretical maximum amount of product (1.0 means a 100% yield; for example, 0.34 means a 34% yield). From a dataset of Reaction yield outcomes from USPTO patents with 853,638 reactions. (1) The reactants are [O:1]=[C:2]1[NH:6][C@H:5]([C:7]([OH:9])=O)[CH2:4][CH2:3]1.S(Cl)(Cl)=O.[C:14]([C:18]1[CH:22]=[C:21]([NH2:23])[O:20][N:19]=1)([CH3:17])([CH3:16])[CH3:15].C(NC(C)C)(C)C. The catalyst is O1CCCC1.ClCCl. The product is [C:14]([C:18]1[CH:22]=[C:21]([NH:23][C:7]([C@@H:5]2[CH2:4][CH2:3][C:2](=[O:1])[NH:6]2)=[O:9])[O:20][N:19]=1)([CH3:17])([CH3:16])[CH3:15]. The yield is 0.327. (2) The reactants are [Br:1][C:2]1[CH:7]=[CH:6][C:5]([OH:8])=[CH:4][C:3]=1[F:9].[H-].[Na+].[N+]([C:15]1[CH:16]=[C:17]([CH3:22])[N+:18]([O-:21])=[CH:19][CH:20]=1)([O-])=O. The catalyst is CN1CCCC1=O.CCOC(C)=O. The product is [Br:1][C:2]1[CH:7]=[CH:6][C:5]([O:8][C:15]2[CH:20]=[CH:19][N+:18]([O-:21])=[C:17]([CH3:22])[CH:16]=2)=[CH:4][C:3]=1[F:9]. The yield is 0.390. (3) The reactants are [NH2:1][C:2]1[CH:7]=[CH:6][N:5]=[CH:4][C:3]=1[C:8]([OH:10])=[O:9].[CH3:11][C:12]([O:15][C:16](O[C:16]([O:15][C:12]([CH3:14])([CH3:13])[CH3:11])=[O:17])=[O:17])([CH3:14])[CH3:13].C(OCC)(=O)C.O. The catalyst is C1COCC1.O.CN(C1C=CN=CC=1)C. The product is [C:12]([O:15][C:16]([NH:1][C:2]1[CH:7]=[CH:6][N:5]=[CH:4][C:3]=1[C:8]([OH:10])=[O:9])=[O:17])([CH3:14])([CH3:13])[CH3:11]. The yield is 0.690. (4) The reactants are COC(=O)[O:4][C:5]1[CH:10]=[C:9]([N+:11]([O-:13])=[O:12])[C:8]([C:14]([CH3:17])([CH3:16])[CH3:15])=[CH:7][C:6]=1[C:18]([CH3:21])([CH3:20])[CH3:19].COC(=O)OC1C([N+]([O-])=O)=CC(C(C)(C)C)=CC=1C(C)(C)C.[OH-].[K+].Cl. The catalyst is CO. The product is [C:18]([C:6]1[CH:7]=[C:8]([C:14]([CH3:16])([CH3:15])[CH3:17])[C:9]([N+:11]([O-:13])=[O:12])=[CH:10][C:5]=1[OH:4])([CH3:19])([CH3:20])[CH3:21]. The yield is 0.290. (5) The yield is 0.570. The product is [CH3:19][O:18][C:14]([C:15]1[N:12]=[N:11][N:10]([CH2:9][CH2:8][NH:7][C:6]([O:5][C:1]([CH3:4])([CH3:2])[CH3:3])=[O:13])[CH:16]=1)=[O:17]. The catalyst is C(O)(C)(C)C.O.O.O.O.O.S([O-])([O-])(=O)=O.[Cu+2]. The reactants are [C:1]([O:5][C:6](=[O:13])[NH:7][CH2:8][CH2:9][N:10]=[N+:11]=[N-:12])([CH3:4])([CH3:3])[CH3:2].[C:14]([O:18][CH3:19])(=[O:17])[C:15]#[CH:16].O=C1O[C@H]([C@H](CO)O)C([O-])=C1O.[Na+].